This data is from Forward reaction prediction with 1.9M reactions from USPTO patents (1976-2016). The task is: Predict the product of the given reaction. (1) Given the reactants C(N1[CH2:8][CH2:7][CH2:6][CH:5]([CH2:9][CH2:10][N:11]2[C:19]([O:20][CH3:21])=[N:18][C:17]3[C:12]2=[N:13][C:14]([O:23][C@@H:24]([CH3:28])[CH2:25][CH2:26][CH3:27])=[N:15][C:16]=3[NH2:22])C1)C.C[C@H](OC1N=[C:42]2[C:38](N=[C:40](OC)[N:41]2[CH2:44]CCC2CCCNC2)=C(N)N=1)CCC.ICC, predict the reaction product. The product is: [CH2:42]([N:41]1[CH2:44][CH2:8][CH2:7][CH:6]([CH2:5][CH2:9][CH2:10][N:11]2[C:19]([O:20][CH3:21])=[N:18][C:17]3[C:12]2=[N:13][C:14]([O:23][C@@H:24]([CH3:28])[CH2:25][CH2:26][CH3:27])=[N:15][C:16]=3[NH2:22])[CH2:40]1)[CH3:38]. (2) Given the reactants [Br:1][C:2]1[CH:3]=[C:4]2[C:8](=[CH:9][CH:10]=1)[NH:7][N:6]=[CH:5]2.F[C:12]1[CH:13]=[N:14][CH:15]=[CH:16][CH:17]=1, predict the reaction product. The product is: [Br:1][C:2]1[CH:3]=[C:4]2[C:8](=[CH:9][CH:10]=1)[N:7]([C:12]1[CH:13]=[N:14][CH:15]=[CH:16][CH:17]=1)[N:6]=[CH:5]2. (3) Given the reactants [CH3:1][O:2][C:3]1[C:4]([NH:9][CH2:10][CH:11]2[CH2:16][CH2:15][NH:14][CH2:13][CH2:12]2)=[N:5][CH:6]=[CH:7][N:8]=1.[CH3:17][C:18]1[CH:35]=[CH:34][C:21]([CH2:22][O:23][C:24](=O)[O:25]N2C(=O)CCC2=O)=[CH:20][CH:19]=1, predict the reaction product. The product is: [CH3:17][C:18]1[CH:35]=[CH:34][C:21]([CH2:22][O:23][C:24]([N:14]2[CH2:15][CH2:16][CH:11]([CH2:10][NH:9][C:4]3[C:3]([O:2][CH3:1])=[N:8][CH:7]=[CH:6][N:5]=3)[CH2:12][CH2:13]2)=[O:25])=[CH:20][CH:19]=1.